From a dataset of Catalyst prediction with 721,799 reactions and 888 catalyst types from USPTO. Predict which catalyst facilitates the given reaction. (1) Reactant: N(C(OCC)=O)=NC(OCC)=O.[OH:13][C@H:14]1[CH2:18][N:17]([C:19]([O:21][C:22]([CH3:25])([CH3:24])[CH3:23])=[O:20])[C@@H:16]([C:26](=[O:41])[NH:27][C:28]2[CH:33]=[CH:32][C:31]([N:34]3[CH2:39][CH2:38][O:37][CH2:36][C:35]3=[O:40])=[CH:30][CH:29]=2)[CH2:15]1.[N+:42]([C:45]1[CH:53]=[CH:52][C:48]([C:49](O)=[O:50])=[CH:47][CH:46]=1)([O-:44])=[O:43].C1(P(C2C=CC=CC=2)C2C=CC=CC=2)C=CC=CC=1. Product: [N+:42]([C:45]1[CH:46]=[CH:47][C:48]([C:49]([O:13][C@@H:14]2[CH2:18][N:17]([C:19]([O:21][C:22]([CH3:25])([CH3:24])[CH3:23])=[O:20])[C@@H:16]([C:26](=[O:41])[NH:27][C:28]3[CH:33]=[CH:32][C:31]([N:34]4[CH2:39][CH2:38][O:37][CH2:36][C:35]4=[O:40])=[CH:30][CH:29]=3)[CH2:15]2)=[O:50])=[CH:52][CH:53]=1)([O-:44])=[O:43]. The catalyst class is: 7. (2) Reactant: [OH:1][C:2]1[CH:7]=[CH:6][CH:5]=[CH:4][C:3]=1[C:8]1[CH:9]=[CH:10][C:11]2[N:12]([C:14]([C:17]([O:19][CH2:20][CH3:21])=[O:18])=[CH:15][N:16]=2)[N:13]=1.C1(P(C2C=CC=CC=2)C2C=CC=CC=2)C=CC=CC=1.[CH3:41][C:42]1([CH3:49])[O:46][CH:45]([CH2:47]O)[CH2:44][O:43]1.CC(OC(/N=N/C(OC(C)C)=O)=O)C. Product: [CH3:41][C:42]1([CH3:49])[O:46][CH:45]([CH2:47][O:1][C:2]2[CH:7]=[CH:6][CH:5]=[CH:4][C:3]=2[C:8]2[CH:9]=[CH:10][C:11]3[N:12]([C:14]([C:17]([O:19][CH2:20][CH3:21])=[O:18])=[CH:15][N:16]=3)[N:13]=2)[CH2:44][O:43]1. The catalyst class is: 1. (3) Reactant: [CH3:1][N:2](C)/[CH:3]=[CH:4]/[C:5]([C:7]1[S:8][CH:9]=[CH:10][C:11]=1[NH:12][C:13](=[O:25])[CH2:14][C:15]1[C:24]2[C:19](=[CH:20][CH:21]=[CH:22][CH:23]=2)[CH:18]=[CH:17][CH:16]=1)=O.C[NH:28]N.C(O)(=O)C. Product: [CH3:1][N:2]1[CH:3]=[CH:4][C:5]([C:7]2[S:8][CH:9]=[CH:10][C:11]=2[NH:12][C:13](=[O:25])[CH2:14][C:15]2[C:24]3[C:19](=[CH:20][CH:21]=[CH:22][CH:23]=3)[CH:18]=[CH:17][CH:16]=2)=[N:28]1. The catalyst class is: 8. (4) Reactant: [NH2:1][C:2]1[C:3]([N:11]2[CH2:16][CH2:15][CH2:14][C@H:13]([NH:17]C(=O)OC(C)(C)C)[CH2:12]2)=[C:4]2[CH2:10][CH2:9][CH2:8][C:5]2=[N:6][CH:7]=1.C(OC([NH:32][C:33]1[S:37][C:36]([C:38]2[C:43]([F:44])=[CH:42][CH:41]=[CH:40][C:39]=2[F:45])=[N:35][C:34]=1[C:46](O)=[O:47])=O)(C)(C)C.CN(C(ON1N=NC2C=CC=NC1=2)=[N+](C)C)C.F[P-](F)(F)(F)(F)F.CCN(C(C)C)C(C)C.C(O)(C(F)(F)F)=O. Product: [NH2:32][C:33]1[S:37][C:36]([C:38]2[C:43]([F:44])=[CH:42][CH:41]=[CH:40][C:39]=2[F:45])=[N:35][C:34]=1[C:46]([NH:1][C:2]1[C:3]([N:11]2[CH2:16][CH2:15][CH2:14][C@H:13]([NH2:17])[CH2:12]2)=[C:4]2[CH2:10][CH2:9][CH2:8][C:5]2=[N:6][CH:7]=1)=[O:47]. The catalyst class is: 3. (5) Reactant: C([O:8][C:9]1[CH:18]=[CH:17][CH:16]=[C:15]2[C:10]=1[CH2:11][CH2:12][CH2:13][CH:14]2[C:19]([N:21]([CH2:31][C:32]1[C:33]([O:40][CH3:41])=[N:34][C:35]([O:38][CH3:39])=[CH:36][CH:37]=1)[C:22]1[CH:23]=[N:24][C:25]([CH:28]([CH3:30])[CH3:29])=[CH:26][CH:27]=1)=[O:20])C1C=CC=CC=1.C1(SC)C=CC=CC=1.C(=O)([O-])O.[Na+]. Product: [CH3:41][O:40][C:33]1[C:32]([CH2:31][N:21]([C:22]2[CH:23]=[N:24][C:25]([CH:28]([CH3:30])[CH3:29])=[CH:26][CH:27]=2)[C:19]([CH:14]2[C:15]3[C:10](=[C:9]([OH:8])[CH:18]=[CH:17][CH:16]=3)[CH2:11][CH2:12][CH2:13]2)=[O:20])=[CH:37][CH:36]=[C:35]([O:38][CH3:39])[N:34]=1. The catalyst class is: 55. (6) Reactant: [O:1]=[C:2]1[N:6]([C:7]2[CH:14]=[CH:13][C:10]([C:11]#[N:12])=[C:9]([C:15]([F:18])([F:17])[F:16])[CH:8]=2)[C@@H:5]2[CH2:19][CH2:20][CH2:21][CH2:22][C@H:4]2[NH:3]1.[F:23][C:24]1[CH:33]=[C:32](I)[CH:31]=[CH:30][C:25]=1[C:26]([NH:28][CH3:29])=[O:27].N[C@@H]1CCCC[C@H]1N.P([O-])([O-])([O-])=O.[K+].[K+].[K+].[Al]. Product: [C:11]([C:10]1[CH:13]=[CH:14][C:7]([N:6]2[C@@H:5]3[CH2:19][CH2:20][CH2:21][CH2:22][C@H:4]3[N:3]([C:32]3[CH:31]=[CH:30][C:25]([C:26]([NH:28][CH3:29])=[O:27])=[C:24]([F:23])[CH:33]=3)[C:2]2=[O:1])=[CH:8][C:9]=1[C:15]([F:18])([F:16])[F:17])#[N:12]. The catalyst class is: 432. (7) Reactant: [C:1]([O:5][C:6](=[O:58])[CH2:7][N:8]1[CH:12]=[CH:11][N:10]=[C:9]1[CH2:13][N:14]([CH2:44][C:45]1[N:46]([CH2:50][C:51](=[O:57])[O:52][C:53]([CH3:56])([CH3:55])[CH3:54])[CH:47]=[CH:48][N:49]=1)[CH2:15][CH2:16][CH2:17][CH2:18][C@H:19]([NH:27][C:28](=[O:43])[NH:29][C@H:30]([C:36]([O:38][C:39]([CH3:42])([CH3:41])[CH3:40])=[O:37])[CH2:31][CH2:32][C:33](O)=[O:34])[C:20]([O:22][C:23]([CH3:26])([CH3:25])[CH3:24])=[O:21])([CH3:4])([CH3:3])[CH3:2].[NH2:59][CH2:60][CH2:61][C:62]1[CH:67]=[CH:66][C:65]([S:68]([NH2:71])(=[O:70])=[O:69])=[CH:64][CH:63]=1.CCN(C(C)C)C(C)C. Product: [C:53]([O:52][C:51](=[O:57])[CH2:50][N:46]1[CH:47]=[CH:48][N:49]=[C:45]1[CH2:44][N:14]([CH2:13][C:9]1[N:8]([CH2:7][C:6](=[O:58])[O:5][C:1]([CH3:4])([CH3:3])[CH3:2])[CH:12]=[CH:11][N:10]=1)[CH2:15][CH2:16][CH2:17][CH2:18][C@H:19]([NH:27][C:28]([NH:29][C@@H:30]([CH2:31][CH2:32][C:33](=[O:34])[NH:59][CH2:60][CH2:61][C:62]1[CH:63]=[CH:64][C:65]([S:68](=[O:69])(=[O:70])[NH2:71])=[CH:66][CH:67]=1)[C:36]([O:38][C:39]([CH3:40])([CH3:41])[CH3:42])=[O:37])=[O:43])[C:20]([O:22][C:23]([CH3:26])([CH3:25])[CH3:24])=[O:21])([CH3:54])([CH3:55])[CH3:56]. The catalyst class is: 3.